From a dataset of Reaction yield outcomes from USPTO patents with 853,638 reactions. Predict the reaction yield, written as a fraction of the theoretical maximum amount of product (1.0 means a 100% yield; for example, 0.34 means a 34% yield). (1) The reactants are [CH3:1][NH:2][S:3]([C:6]1[CH:7]=[C:8]2[C:12](=[CH:13][CH:14]=1)[NH:11][C:10](=[O:15])[CH2:9]2)(=[O:5])=[O:4].[CH2:16]([O:18][C:19](=[O:32])[CH2:20][NH:21][C:22]([C:24]1[C:28]([CH3:29])=[C:27]([CH:30]=O)[NH:26][CH:25]=1)=[O:23])[CH3:17]. The catalyst is N1CCCCC1.C(O)C. The product is [CH2:16]([O:18][C:19](=[O:32])[CH2:20][NH:21][C:22]([C:24]1[C:28]([CH3:29])=[C:27]([CH:30]=[C:9]2[C:8]3[C:12](=[CH:13][CH:14]=[C:6]([S:3](=[O:5])(=[O:4])[NH:2][CH3:1])[CH:7]=3)[NH:11][C:10]2=[O:15])[NH:26][CH:25]=1)=[O:23])[CH3:17]. The yield is 0.360. (2) The reactants are [C:1](O)(=O)C(O)=O.[CH3:7][O:8][C:9]1[CH:10]=[C:11]([CH2:17][C@:18]2([CH2:32][CH2:33][C:34]([O:36][C:37]([CH3:40])([CH3:39])[CH3:38])=[O:35])[C:27]3[C:22](=[CH:23][C:24]([O:30][CH3:31])=[C:25]([O:28][CH3:29])[CH:26]=3)[CH2:21][CH2:20][NH:19]2)[CH:12]=[CH:13][C:14]=1[O:15][CH3:16].[OH-].[NH4+].C1(C)C=CC=CC=1.[I:50]C. The catalyst is O. The product is [I-:50].[CH3:7][O:8][C:9]1[CH:10]=[C:11]([CH2:17][C@:18]2([CH2:32][CH2:33][C:34]([O:36][C:37]([CH3:40])([CH3:39])[CH3:38])=[O:35])[C:27]3[C:22](=[CH:23][C:24]([O:30][CH3:31])=[C:25]([O:28][CH3:29])[CH:26]=3)[CH2:21][CH2:20][NH+:19]2[CH3:1])[CH:12]=[CH:13][C:14]=1[O:15][CH3:16]. The yield is 0.720. (3) The reactants are C([O:4][C@H:5]1[CH2:9][C@H:8]([N:10]2[C:14]3[N:15]=[CH:16][N:17]=[C:18]([NH:19][C@@H:20]4[C:28]5[C:23](=[CH:24][CH:25]=[CH:26][CH:27]=5)[CH2:22][CH2:21]4)[C:13]=3[CH:12]=[CH:11]2)[CH2:7][C@H:6]1[CH2:29][O:30][S:31]([NH2:34])(=[O:33])=[O:32])(=O)C. The catalyst is N.CO. The product is [S:31](=[O:33])(=[O:32])([O:30][CH2:29][C@@H:6]1[CH2:7][C@@H:8]([N:10]2[C:14]3[N:15]=[CH:16][N:17]=[C:18]([NH:19][C@@H:20]4[C:28]5[C:23](=[CH:24][CH:25]=[CH:26][CH:27]=5)[CH2:22][CH2:21]4)[C:13]=3[CH:12]=[CH:11]2)[CH2:9][C@@H:5]1[OH:4])[NH2:34]. The yield is 0.900. (4) The reactants are [CH3:1][C:2]1[C:16](=[O:17])[N:15]=[C:14]2[N:4]([C@@H:5]3[O:9][C@H:8]([CH2:10][OH:11])[C@@H:7]([OH:12])[C@@H:6]3[O:13]2)[CH:3]=1.[CH3:18][O:19][CH2:20][CH2:21][O:22]B([O:22][CH2:21][CH2:20][O:19][CH3:18])[O:22][CH2:21][CH2:20][O:19][CH3:18]. The catalyst is COCCO. The product is [CH3:18][O:19][CH2:20][CH2:21][O:22][C@@H:6]1[C@H:7]([OH:12])[C@@H:8]([CH2:10][OH:11])[O:9][C@H:5]1[N:4]1[CH:3]=[C:2]([CH3:1])[C:16](=[O:17])[NH:15][C:14]1=[O:13]. The yield is 0.630. (5) The reactants are [N+:1]([C:4]1[CH:11]=[CH:10][C:7]([CH:8]=O)=[CH:6][CH:5]=1)([O-:3])=[O:2].[C:12]([O:18][CH2:19][CH2:20][C:21]#[N:22])(=[O:17])[CH2:13][C:14]([CH3:16])=[O:15]. The catalyst is CC(O)C.N1CCCCC1.C(O)(=O)C. The product is [C:21]([CH2:20][CH2:19][O:18][C:12](=[O:17])[C:13](=[CH:8][C:7]1[CH:10]=[CH:11][C:4]([N+:1]([O-:3])=[O:2])=[CH:5][CH:6]=1)[C:14](=[O:15])[CH3:16])#[N:22]. The yield is 0.590.